Dataset: Full USPTO retrosynthesis dataset with 1.9M reactions from patents (1976-2016). Task: Predict the reactants needed to synthesize the given product. (1) Given the product [C:1]([C@@H:3]([NH:22][C:23]([C@@H:25]1[CH2:31][NH:30][CH2:29][CH2:28][CH2:27][O:26]1)=[O:24])[CH2:4][C:5]1[CH:10]=[CH:9][C:8]([C:11]2[CH:12]=[CH:13][C:14]3[O:18][C:17](=[O:19])[N:16]([CH3:20])[C:15]=3[CH:21]=2)=[CH:7][CH:6]=1)#[N:2], predict the reactants needed to synthesize it. The reactants are: [C:1]([C@@H:3]([NH:22][C:23]([C@@H:25]1[CH2:31][N:30](C(OC(C)(C)C)=O)[CH2:29][CH2:28][CH2:27][O:26]1)=[O:24])[CH2:4][C:5]1[CH:10]=[CH:9][C:8]([C:11]2[CH:12]=[CH:13][C:14]3[O:18][C:17](=[O:19])[N:16]([CH3:20])[C:15]=3[CH:21]=2)=[CH:7][CH:6]=1)#[N:2]. (2) Given the product [Br:19][CH:15]1[C:14]2[C:9](=[CH:10][CH:11]=[CH:12][CH:13]=2)[C:8](=[O:16])[C:7]1=[CH:6][C:5]1[CH:4]=[CH:3][C:2]([Cl:1])=[CH:18][CH:17]=1, predict the reactants needed to synthesize it. The reactants are: [Cl:1][C:2]1[CH:18]=[CH:17][C:5]([CH:6]=[C:7]2[CH2:15][C:14]3[C:9](=[CH:10][CH:11]=[CH:12][CH:13]=3)[C:8]2=[O:16])=[CH:4][CH:3]=1.[Br:19]N1C(=O)CCC1=O.C(OOC(=O)C1C=CC=CC=1)(=O)C1C=CC=CC=1. (3) Given the product [CH:1]1([CH2:4][N:5]2[CH2:11][CH2:10][CH2:9][CH2:8][N:7]([CH2:12][C:13]([O:15][C:16]([CH3:18])([CH3:17])[CH3:19])=[O:14])[C:6]2=[O:20])[CH2:3][CH2:2]1, predict the reactants needed to synthesize it. The reactants are: [CH:1]1([CH2:4][N:5]2[CH2:11][CH:10]=[CH:9][CH2:8][N:7]([CH2:12][C:13]([O:15][C:16]([CH3:19])([CH3:18])[CH3:17])=[O:14])[C:6]2=[O:20])[CH2:3][CH2:2]1. (4) Given the product [F:9][C:4]1[CH:5]=[C:6]([F:8])[CH:7]=[C:2]([F:1])[C:3]=1[CH2:10][C:11]([NH:20][C:21]1[C:22]([C:27]([O:29][CH3:30])=[O:28])=[N:23][CH:24]=[CH:25][N:26]=1)=[O:13], predict the reactants needed to synthesize it. The reactants are: [F:1][C:2]1[CH:7]=[C:6]([F:8])[CH:5]=[C:4]([F:9])[C:3]=1[CH2:10][C:11]([OH:13])=O.C(Cl)(=O)C(Cl)=O.[NH2:20][C:21]1[C:22]([C:27]([O:29][CH3:30])=[O:28])=[N:23][CH:24]=[CH:25][N:26]=1.N1C=CC=CC=1. (5) Given the product [C:1]1([S:7]([N:10]2[C:14]3[N:15]=[CH:16][N:17]=[C:18]([N:19]4[CH2:24][CH2:23][CH:22]([NH:25][S:48]([C:45]5[CH:44]=[CH:43][C:42]([O:41][C:40]([F:39])([F:52])[F:53])=[CH:47][CH:46]=5)(=[O:50])=[O:49])[CH2:21][CH2:20]4)[C:13]=3[CH:12]=[C:11]2[C:26]2[CH:27]=[N:28][N:29]([CH3:31])[CH:30]=2)(=[O:9])=[O:8])[CH:2]=[CH:3][CH:4]=[CH:5][CH:6]=1, predict the reactants needed to synthesize it. The reactants are: [C:1]1([S:7]([N:10]2[C:14]3[N:15]=[CH:16][N:17]=[C:18]([N:19]4[CH2:24][CH2:23][CH:22]([NH2:25])[CH2:21][CH2:20]4)[C:13]=3[CH:12]=[C:11]2[C:26]2[CH:27]=[N:28][N:29]([CH3:31])[CH:30]=2)(=[O:9])=[O:8])[CH:6]=[CH:5][CH:4]=[CH:3][CH:2]=1.O1CCCC1.[H-].[Na+].[F:39][C:40]([F:53])([F:52])[O:41][C:42]1[CH:47]=[CH:46][C:45]([S:48](Cl)(=[O:50])=[O:49])=[CH:44][CH:43]=1. (6) The reactants are: [N:1]([O-])=O.[Na+].[NH2:5][C:6]1[CH:11]=[C:10]([O:12][CH3:13])[C:9]([CH2:14][CH3:15])=[CH:8][C:7]=1[C:16](=[O:18])[CH3:17].C(=O)(O)[O-].[Na+]. Given the product [CH2:14]([C:9]1[CH:8]=[C:7]2[C:6](=[CH:11][C:10]=1[O:12][CH3:13])[N:5]=[N:1][CH:17]=[C:16]2[OH:18])[CH3:15], predict the reactants needed to synthesize it. (7) Given the product [CH2:1]([O:8][CH2:9][N:10]1[N:14]=[N:13][C:12]([Sn:28]([CH2:33][CH2:34][CH2:35][CH3:36])([CH2:37][CH2:38][CH2:39][CH3:40])[CH2:29][CH2:30][CH2:31][CH3:32])=[N:11]1)[C:2]1[CH:3]=[CH:4][CH:5]=[CH:6][CH:7]=1, predict the reactants needed to synthesize it. The reactants are: [CH2:1]([O:8][CH2:9][N:10]1[N:14]=[N:13][CH:12]=[N:11]1)[C:2]1[CH:7]=[CH:6][CH:5]=[CH:4][CH:3]=1.CN(CCN(C)C)C.[Li]CCCC.[Sn:28](Cl)([CH2:37][CH2:38][CH2:39][CH3:40])([CH2:33][CH2:34][CH2:35][CH3:36])[CH2:29][CH2:30][CH2:31][CH3:32]. (8) Given the product [CH2:1]([O:8][C:9]([C@@H:10]([N:11]([C:12](=[O:17])[CH2:13][CH2:14][CH2:15][CH3:16])[CH2:18][C:19]1[CH:20]=[CH:21][C:22]([C:25]2[CH:30]=[CH:29][CH:28]=[CH:27][C:26]=2[C:31]2[NH:52][N:51]=[N:50][N:32]=2)=[CH:23][CH:24]=1)[CH:33]([CH3:35])[CH3:34])=[O:36])[C:2]1[CH:7]=[CH:6][CH:5]=[CH:4][CH:3]=1, predict the reactants needed to synthesize it. The reactants are: [CH2:1]([O:8][C:9](=[O:36])[C@H:10]([CH:33]([CH3:35])[CH3:34])[N:11]([CH2:18][C:19]1[CH:24]=[CH:23][C:22]([C:25]2[CH:30]=[CH:29][CH:28]=[CH:27][C:26]=2[C:31]#[N:32])=[CH:21][CH:20]=1)[C:12](=[O:17])[CH2:13][CH2:14][CH2:15][CH3:16])[C:2]1[CH:7]=[CH:6][CH:5]=[CH:4][CH:3]=1.C([Sn]([N:50]=[N+:51]=[N-:52])(CCCC)CCCC)CCC.[OH-].[K+]. (9) Given the product [F:2][C:3]1[CH:8]=[CH:7][C:6]([S:9]([N:12]([C:17]2[C:26]([C:27]([O:29][CH3:30])=[O:28])=[C:25]3[C:20]([C@H:21]4[CH2:31][C@H:22]4[CH2:23][O:24]3)=[CH:19][CH:18]=2)[C:13]([O:15][CH3:16])=[O:14])(=[O:11])=[O:10])=[C:5]([CH:32]2[CH2:34][CH:33]2[CH2:35][OH:36])[CH:4]=1, predict the reactants needed to synthesize it. The reactants are: Cl.[F:2][C:3]1[CH:8]=[CH:7][C:6]([S:9]([N:12]([C:17]2[C:26]([C:27]([O:29][CH3:30])=[O:28])=[C:25]3[C:20]([C@H:21]4[CH2:31][C@H:22]4[CH2:23][O:24]3)=[CH:19][CH:18]=2)[C:13]([O:15][CH3:16])=[O:14])(=[O:11])=[O:10])=[C:5]([CH:32]2[CH2:34][CH:33]2[CH2:35][O:36]C)[CH:4]=1. (10) Given the product [Cl:1][C:2]1[CH:3]=[C:4]([C:12]2[S:16][C:15]([C:17]3[C:18]([CH2:25][CH3:26])=[C:19]([CH2:27][N:28]([CH3:33])[CH2:29][C:30]([OH:32])=[O:31])[CH:22]=[CH:23][CH:24]=3)=[N:14][N:13]=2)[CH:5]=[CH:6][C:7]=1[O:8][CH:9]([CH3:10])[CH3:11], predict the reactants needed to synthesize it. The reactants are: [Cl:1][C:2]1[CH:3]=[C:4]([C:12]2[S:16][C:15]([C:17]3[C:18]([CH2:25][CH3:26])=[C:19]([CH:22]=[CH:23][CH:24]=3)C=O)=[N:14][N:13]=2)[CH:5]=[CH:6][C:7]=1[O:8][CH:9]([CH3:11])[CH3:10].[CH3:27][NH:28][CH2:29][C:30]([OH:32])=[O:31].[C:33](O[BH-](OC(=O)C)OC(=O)C)(=O)C.[Na+].O.